From a dataset of Reaction yield outcomes from USPTO patents with 853,638 reactions. Predict the reaction yield, written as a fraction of the theoretical maximum amount of product (1.0 means a 100% yield; for example, 0.34 means a 34% yield). The reactants are [Cl:1][C:2]1[CH:11]=[C:10]2[C:5]([NH:6][C:7](=[O:18])[C:8]3[N:9]2[N:12]=[C:13](C(O)=O)[N:14]=3)=[CH:4][CH:3]=1. The catalyst is OCCOCCO. The product is [Cl:1][C:2]1[CH:11]=[C:10]2[C:5]([NH:6][C:7](=[O:18])[C:8]3[N:9]2[N:12]=[CH:13][N:14]=3)=[CH:4][CH:3]=1. The yield is 0.750.